From a dataset of Reaction yield outcomes from USPTO patents with 853,638 reactions. Predict the reaction yield, written as a fraction of the theoretical maximum amount of product (1.0 means a 100% yield; for example, 0.34 means a 34% yield). The yield is 0.710. The reactants are [S:1]1[C:5]2[CH:6]=[CH:7][CH:8]=[CH:9][C:4]=2[N:3]=[CH:2]1.[Li]CCCC.[C:15]1(=[O:20])[CH2:19][CH2:18][CH2:17][CH2:16]1.O. The product is [S:1]1[C:5]2[CH:6]=[CH:7][CH:8]=[CH:9][C:4]=2[N:3]=[C:2]1[C:15]1([OH:20])[CH2:19][CH2:18][CH2:17][CH2:16]1. The catalyst is O1CCCC1.